This data is from Full USPTO retrosynthesis dataset with 1.9M reactions from patents (1976-2016). The task is: Predict the reactants needed to synthesize the given product. (1) Given the product [Cl:18][C:12]1[CH:13]=[C:14]2[C:9](=[CH:10][N:11]=1)[NH:8][C:26]([C:24]1[CH:25]=[C:20]([F:19])[CH:21]=[CH:22][C:23]=1[CH3:29])=[CH:27][C:15]2=[O:16], predict the reactants needed to synthesize it. The reactants are: C(OC([NH:8][C:9]1[C:14]([C:15](O)=[O:16])=[CH:13][C:12]([Cl:18])=[N:11][CH:10]=1)=O)(C)(C)C.[F:19][C:20]1[CH:21]=[CH:22][C:23]([CH3:29])=[C:24]([C:26](=O)[CH3:27])[CH:25]=1. (2) The reactants are: [CH2:1]([C:3]1[C:11]2[S:10][CH2:9][CH:8]([C:12]3[CH:17]=[CH:16][C:15]([CH:18]([CH3:20])[CH3:19])=[CH:14][CH:13]=3)[C:7]=2[C:6]([CH3:21])=[C:5]([NH:22][C:23](=[O:29])[CH2:24][C:25]([CH3:28])([CH3:27])[CH3:26])[C:4]=1[CH3:30])[CH3:2].C(=O)([O-])[OH:32].[Na+].ClC1C=CC=C(C(OO)=O)C=1.S([O-])(O)(=O)=O.[Na+]. Given the product [CH2:1]([C:3]1[C:11]2[S:10](=[O:32])[CH2:9][CH:8]([C:12]3[CH:17]=[CH:16][C:15]([CH:18]([CH3:19])[CH3:20])=[CH:14][CH:13]=3)[C:7]=2[C:6]([CH3:21])=[C:5]([NH:22][C:23](=[O:29])[CH2:24][C:25]([CH3:27])([CH3:26])[CH3:28])[C:4]=1[CH3:30])[CH3:2], predict the reactants needed to synthesize it. (3) Given the product [Cl:36][C:2]1[O:3][C:4]2[C:10]([S:11]([NH2:14])(=[O:13])=[O:12])=[CH:9][CH:8]=[CH:7][C:5]=2[N:6]=1, predict the reactants needed to synthesize it. The reactants are: S[C:2]1[O:3][C:4]2[C:10]([S:11]([NH2:14])(=[O:13])=[O:12])=[CH:9][CH:8]=[CH:7][C:5]=2[N:6]=1.NC1C(O)=C(S(N)(=O)=O)C=CC=1.CCOC([S-])=S.[K+].S(Cl)([Cl:36])=O. (4) Given the product [NH2:15][CH2:14][CH2:13][NH:12][C:10](=[O:11])[O:9][CH2:2][C:3]1[CH:4]=[CH:5][CH:6]=[CH:7][CH:8]=1, predict the reactants needed to synthesize it. The reactants are: [Cl-].[CH2:2]([O:9][C:10]([NH:12][CH2:13][CH2:14][NH3+:15])=[O:11])[C:3]1[CH:8]=[CH:7][CH:6]=[CH:5][CH:4]=1.C([O-])([O-])=O.[Na+].[Na+]. (5) Given the product [C:24]([O:23][C:21]([N:16]1[CH2:17][CH2:18][CH2:19][CH2:20][C@H:15]1[CH:14]([O:13][C:11](=[O:12])[NH:10][C:6]1[CH:5]=[C:4]2[C:9](=[CH:8][CH:7]=1)[NH:1][N:2]=[CH:3]2)[C:28]1[CH:29]=[C:30]([CH:31]=[CH:32][CH:33]=1)[C:34]([OH:36])=[O:35])=[O:22])([CH3:27])([CH3:25])[CH3:26], predict the reactants needed to synthesize it. The reactants are: [NH:1]1[C:9]2[C:4](=[CH:5][C:6]([NH:10][C:11]([O:13][CH:14]([C:28]3[CH:33]=[CH:32][CH:31]=[C:30]([C:34]([O:36]C)=[O:35])[CH:29]=3)[C@@H:15]3[CH2:20][CH2:19][CH2:18][CH2:17][N:16]3[C:21]([O:23][C:24]([CH3:27])([CH3:26])[CH3:25])=[O:22])=[O:12])=[CH:7][CH:8]=2)[CH:3]=[N:2]1.O.[OH-].[Li+].CO.C1COCC1.